Dataset: Choline transporter screen with 302,306 compounds. Task: Binary Classification. Given a drug SMILES string, predict its activity (active/inactive) in a high-throughput screening assay against a specified biological target. The compound is S(=O)(=O)(NC(=O)c1c2c(n(c1C)C)cccc2)Nc1ccc(OC)cc1. The result is 0 (inactive).